Task: Predict the product of the given reaction.. Dataset: Forward reaction prediction with 1.9M reactions from USPTO patents (1976-2016) (1) Given the reactants Br[CH2:2][CH2:3][CH2:4][CH2:5][C:6]([O:8][CH2:9][CH3:10])=[O:7].[Cl:11][C:12]1[CH:13]=[N:14][CH:15]=[C:16]([Cl:33])[C:17]=1[NH:18][C:19]1[C:28]2[C:23](=[C:24]([OH:31])[C:25]([O:29][CH3:30])=[CH:26][CH:27]=2)[O:22][C:21](=[O:32])[CH:20]=1, predict the reaction product. The product is: [Cl:11][C:12]1[CH:13]=[N:14][CH:15]=[C:16]([Cl:33])[C:17]=1[NH:18][C:19]1[C:28]2[C:23](=[C:24]([O:31][CH2:2][CH2:3][CH2:4][CH2:5][C:6]([O:8][CH2:9][CH3:10])=[O:7])[C:25]([O:29][CH3:30])=[CH:26][CH:27]=2)[O:22][C:21](=[O:32])[CH:20]=1. (2) Given the reactants [C:1]([O:5][C:6](=[O:23])[NH:7][CH:8]([C:15]1[CH:20]=[CH:19][C:18]([Cl:21])=[C:17]([Cl:22])[CH:16]=1)[C:9](=[O:14])N(OC)C)([CH3:4])([CH3:3])[CH3:2].[Br:24][C:25]1[CH:26]=[CH:27][C:28](I)=[C:29]([CH3:31])[CH:30]=1, predict the reaction product. The product is: [C:1]([O:5][C:6](=[O:23])[NH:7][CH:8]([C:15]1[CH:20]=[CH:19][C:18]([Cl:21])=[C:17]([Cl:22])[CH:16]=1)[C:9]([C:28]1[CH:27]=[CH:26][C:25]([Br:24])=[CH:30][C:29]=1[CH3:31])=[O:14])([CH3:2])([CH3:3])[CH3:4]. (3) Given the reactants [CH3:1][C:2]1[S:3][C:4]([CH3:35])=[C:5]([CH2:24][C:25]2[CH:30]=[CH:29][C:28]([C:31]([F:34])([F:33])[F:32])=[CH:27][CH:26]=2)[C:6]=1[C:7]([NH:9][C:10]1([C:13]2[CH:18]=[CH:17][C:16]([C:19]3[N:20]=[N:21][NH:22][N:23]=3)=[CH:15][CH:14]=2)[CH2:12][CH2:11]1)=[O:8].[OH-].[Na+:37], predict the reaction product. The product is: [CH3:1][C:2]1[S:3][C:4]([CH3:35])=[C:5]([CH2:24][C:25]2[CH:26]=[CH:27][C:28]([C:31]([F:34])([F:32])[F:33])=[CH:29][CH:30]=2)[C:6]=1[C:7]([NH:9][C:10]1([C:13]2[CH:18]=[CH:17][C:16]([C:19]3[N:20]=[N:21][N-:22][N:23]=3)=[CH:15][CH:14]=2)[CH2:11][CH2:12]1)=[O:8].[Na+:37]. (4) Given the reactants [CH3:1][N:2]1[C:6]([CH:7]=[O:8])=[C:5]([N+:9]([O-:11])=[O:10])[CH:4]=[N:3]1.[CH2:12]([C:14]([CH2:19]O)([CH2:17][OH:18])[CH2:15][OH:16])[CH3:13].C1(C)C=CC(S(O)(=O)=O)=CC=1, predict the reaction product. The product is: [CH2:12]([C:14]1([CH2:17][OH:18])[CH2:15][O:16][CH:7]([C:6]2[N:2]([CH3:1])[N:3]=[CH:4][C:5]=2[N+:9]([O-:11])=[O:10])[O:8][CH2:19]1)[CH3:13]. (5) The product is: [CH2:1]([O:3][C:4]([N:6]1[C:14]2[C:9](=[CH:10][C:11]([C:15]3[S:19][C:18]([C:20]4[CH:21]=[CH:22][CH:23]=[CH:24][CH:25]=4)=[N:17][C:16]=3[CH3:26])=[CH:12][CH:13]=2)[CH:8]=[C:7]1[O:27][S:38]([C:41]([F:44])([F:43])[F:42])(=[O:39])=[O:37])=[O:5])[CH3:2]. Given the reactants [CH2:1]([O:3][C:4]([N:6]1[C:14]2[C:9](=[CH:10][C:11]([C:15]3[S:19][C:18]([C:20]4[CH:25]=[CH:24][CH:23]=[CH:22][CH:21]=4)=[N:17][C:16]=3[CH3:26])=[CH:12][CH:13]=2)[CH2:8][C:7]1=[O:27])=[O:5])[CH3:2].CCN(C(C)C)C(C)C.[O:37](S(C(F)(F)F)(=O)=O)[S:38]([C:41]([F:44])([F:43])[F:42])(=O)=[O:39], predict the reaction product. (6) The product is: [C:1]([C:5]1[CH:10]=[CH:9][C:8]([C:11]2[N:16]=[C:15]([O:38][CH3:37])[N:14]=[C:13]([NH:19][C:20]3[CH:29]=[CH:28][C:23]4[O:24][CH2:25][CH2:26][O:27][C:22]=4[CH:21]=3)[CH:12]=2)=[CH:7][CH:6]=1)([CH3:4])([CH3:3])[CH3:2]. Given the reactants [C:1]([C:5]1[CH:10]=[CH:9][C:8]([C:11]2[N:16]=[C:15](SC)[N:14]=[C:13]([NH:19][C:20]3[CH:29]=[CH:28][C:23]4[O:24][CH2:25][CH2:26][O:27][C:22]=4[CH:21]=3)[CH:12]=2)=[CH:7][CH:6]=1)([CH3:4])([CH3:3])[CH3:2].C1C=C(Cl)C=C([C:37](OO)=[O:38])C=1, predict the reaction product. (7) Given the reactants [CH3:1][C:2]1([CH3:23])[CH2:22][O:21][C:5]2([C@@H:13]3[C@@:8]([CH2:16][CH2:17][C:18]([CH3:20])=[CH2:19])([CH2:9][CH2:10][CH2:11][C@H:12]3[C:14]#N)[CH2:7][CH2:6]2)[O:4][CH2:3]1.[H-].C([Al+]C[CH:31]([CH3:33])C)C(C)C.C([Mg]Br)=C.CC(OI1(OC(C)=O)(OC(C)=O)OC(=O)C2C=CC=CC1=2)=[O:40], predict the reaction product. The product is: [CH3:1][C:2]1([CH3:23])[CH2:22][O:21][C:5]2([C@@H:13]3[C@@:8]([CH2:16][CH2:17][C:18]([CH3:20])=[CH2:19])([CH2:9][CH2:10][CH2:11][C@H:12]3[C:14](=[O:40])[CH:31]=[CH2:33])[CH2:7][CH2:6]2)[O:4][CH2:3]1. (8) Given the reactants [CH:1]([C:3]1[CH:11]=[CH:10][C:6]([C:7]([OH:9])=O)=[CH:5][CH:4]=1)=[O:2].[CH2:12]([N:14](CC)[CH2:15][CH3:16])[CH3:13].C(OC(Cl)=O)C(C)C.C(NCC)C, predict the reaction product. The product is: [CH2:12]([N:14]([CH2:15][CH3:16])[C:7](=[O:9])[C:6]1[CH:5]=[CH:4][C:3]([CH:1]=[O:2])=[CH:11][CH:10]=1)[CH3:13]. (9) Given the reactants [CH2:1]=[O:2].[Cl-].[Mg+2].[Cl-].C(N(CC)CC)C.[F:13][C:14]1[CH:19]=[CH:18][C:17]([CH3:20])=[CH:16][C:15]=1[OH:21].Cl, predict the reaction product. The product is: [F:13][C:14]1[C:15]([OH:21])=[C:16]([C:17]([CH3:20])=[CH:18][CH:19]=1)[CH:1]=[O:2]. (10) Given the reactants [NH2:1][C@@H:2]([CH2:18][NH2:19])[CH2:3][CH2:4][CH2:5][C:6]1[CH:17]=[CH:16][C:9]([O:10][CH2:11][C@H:12]([OH:15])[CH2:13][OH:14])=[CH:8][CH:7]=1.OC1C=CC(CCC[C@@H](NC(=O)[O-])CNC(=O)OC(C)(C)C)=CC=1.OC1C=CC(CCC[C@H](NC(=O)[O-])CNC(=O)OC(C)(C)C)=CC=1, predict the reaction product. The product is: [NH2:1][C@H:2]([CH2:18][NH2:19])[CH2:3][CH2:4][CH2:5][C:6]1[CH:17]=[CH:16][C:9]([O:10][CH2:11][C@H:12]([OH:15])[CH2:13][OH:14])=[CH:8][CH:7]=1.